This data is from Catalyst prediction with 721,799 reactions and 888 catalyst types from USPTO. The task is: Predict which catalyst facilitates the given reaction. (1) Reactant: [Cl:1][C:2]1[CH:3]=[C:4]([CH:9]2[C:18]3[C:13](=[CH:14][C:15](B4OC(C)(C)C(C)(C)O4)=[CH:16][CH:17]=3)[CH2:12][N:11]([C:28]([O:30][C:31]([CH3:34])([CH3:33])[CH3:32])=[O:29])[CH2:10]2)[CH:5]=[CH:6][C:7]=1[Cl:8].[Cl:35][C:36]1[N:37]=[N:38][C:39](Cl)=[CH:40][CH:41]=1.C(=O)([O-])[O-].[Cs+].[Cs+]. Product: [Cl:35][C:36]1[N:37]=[N:38][C:39]([C:15]2[CH:14]=[C:13]3[C:18]([CH:9]([C:4]4[CH:5]=[CH:6][C:7]([Cl:8])=[C:2]([Cl:1])[CH:3]=4)[CH2:10][N:11]([C:28]([O:30][C:31]([CH3:34])([CH3:32])[CH3:33])=[O:29])[CH2:12]3)=[CH:17][CH:16]=2)=[CH:40][CH:41]=1. The catalyst class is: 710. (2) Reactant: [Br:1][C:2]1[CH:3]=[C:4]([S:21](Cl)(=O)=O)[C:5]([CH:8]=[CH:9][C:10]2[C:11]([S:17](Cl)(=O)=O)=[CH:12][C:13]([Br:16])=[CH:14][CH:15]=2)=[CH:6][CH:7]=1.I. Product: [Br:1][C:2]1[CH:7]=[CH:6][C:5]2[C:8]3[S:17][C:11]4[CH:12]=[C:13]([Br:16])[CH:14]=[CH:15][C:10]=4[C:9]=3[S:21][C:4]=2[CH:3]=1. The catalyst class is: 15. (3) Reactant: [CH3:1][C:2]1[NH:3][C:4]2[CH:10]=[C:9]([C:11]([NH:13][CH2:14][C:15](=[O:22])[C:16]3[CH:21]=[CH:20][CH:19]=[CH:18][CH:17]=3)=O)[CH:8]=[CH:7][C:5]=2[N:6]=1. Product: [CH3:1][C:2]1[NH:3][C:4]2[CH:10]=[C:9]([C:11]3[O:22][C:15]([C:16]4[CH:17]=[CH:18][CH:19]=[CH:20][CH:21]=4)=[CH:14][N:13]=3)[CH:8]=[CH:7][C:5]=2[N:6]=1. The catalyst class is: 265. (4) Reactant: [CH2:1]([O:8][C:9]1[CH:10]=[C:11]([CH2:23][C:24]([O:26][CH3:27])=[O:25])[CH:12]=[C:13](OS(C(F)(F)F)(=O)=O)[CH:14]=1)[C:2]1[CH:7]=[CH:6][CH:5]=[CH:4][CH:3]=1.[F:28][C:29]([F:40])([F:39])[C:30]1[CH:35]=[CH:34][C:33](B(O)O)=[CH:32][CH:31]=1.C(=O)([O-])[O-].[Cs+].[Cs+].O. Product: [CH2:1]([O:8][C:9]1[CH:10]=[C:11]([CH2:23][C:24]([O:26][CH3:27])=[O:25])[CH:12]=[C:13]([C:33]2[CH:34]=[CH:35][C:30]([C:29]([F:40])([F:39])[F:28])=[CH:31][CH:32]=2)[CH:14]=1)[C:2]1[CH:3]=[CH:4][CH:5]=[CH:6][CH:7]=1. The catalyst class is: 12. (5) Product: [CH2:11]([O:13][CH:14]([O:17][CH2:18][CH3:19])[CH2:15]/[N:16]=[CH:1]/[C:2]1[CH:7]=[CH:6][CH:5]=[C:4]([O:8][CH3:9])[CH:3]=1)[CH3:12]. The catalyst class is: 11. Reactant: [CH:1](=O)[C:2]1[CH:7]=[CH:6][CH:5]=[C:4]([O:8][CH3:9])[CH:3]=1.[CH2:11]([O:13][CH:14]([O:17][CH2:18][CH3:19])[CH2:15][NH2:16])[CH3:12].O. (6) Reactant: [C:1]1([C:7]2([C:10]3[N:15]=[C:14]4[S:16][C:17]([C:19]5[CH:20]=[C:21]6[C:25](=[CH:26][CH:27]=5)[CH2:24][N:23]([CH2:28][CH2:29][C:30]([O:32]C)=[O:31])[CH2:22]6)=[N:18][C:13]4=[CH:12][CH:11]=3)[CH2:9][CH2:8]2)[CH:6]=[CH:5][CH:4]=[CH:3][CH:2]=1.O.O.[OH-].[Li+]. Product: [C:1]1([C:7]2([C:10]3[N:15]=[C:14]4[S:16][C:17]([C:19]5[CH:20]=[C:21]6[C:25](=[CH:26][CH:27]=5)[CH2:24][N:23]([CH2:28][CH2:29][C:30]([OH:32])=[O:31])[CH2:22]6)=[N:18][C:13]4=[CH:12][CH:11]=3)[CH2:8][CH2:9]2)[CH:6]=[CH:5][CH:4]=[CH:3][CH:2]=1. The catalyst class is: 1. (7) Reactant: [CH3:1][C:2]1[CH:3]=[CH:4][C:5]([C:8]([O:10][CH3:11])=[O:9])=[N:6][CH:7]=1.[Br:12]N1C(=O)CCC1=O.C(OOC(=O)C1C=CC=CC=1)(=O)C1C=CC=CC=1. Product: [Br:12][CH2:1][C:2]1[CH:3]=[CH:4][C:5]([C:8]([O:10][CH3:11])=[O:9])=[N:6][CH:7]=1. The catalyst class is: 53.